Predict the product of the given reaction. From a dataset of Forward reaction prediction with 1.9M reactions from USPTO patents (1976-2016). (1) Given the reactants [F:1][CH:2]([F:35])[CH2:3][NH:4][C:5]([N:7]1[CH2:11][C@H:10]([C:12]2[N:16]3[C:17]4[CH:23]=[CH:22][N:21](S(C5C=CC(C)=CC=5)(=O)=O)[C:18]=4[N:19]=[CH:20][C:15]3=[N:14][CH:13]=2)[C@H:9]([CH3:34])[CH2:8]1)=[O:6].[OH-].[Na+], predict the reaction product. The product is: [F:35][CH:2]([F:1])[CH2:3][NH:4][C:5]([N:7]1[CH2:8][C@@H:9]([CH3:34])[C@@H:10]([C:12]2[N:16]3[C:17]4[CH:23]=[CH:22][NH:21][C:18]=4[N:19]=[CH:20][C:15]3=[N:14][CH:13]=2)[CH2:11]1)=[O:6]. (2) The product is: [ClH:36].[NH2:8][CH2:16][C:17]1[CH:22]=[CH:21][CH:20]=[CH:19][C:18]=1[O:23][CH2:24][CH2:25][OH:26]. Given the reactants C(OC([N:8]([CH2:16][C:17]1[CH:22]=[CH:21][CH:20]=[CH:19][C:18]=1[O:23][CH2:24][CH2:25][O:26]COC)C(OC(C)(C)C)=O)=O)(C)(C)C.O1CCOCC1.[ClH:36], predict the reaction product. (3) Given the reactants [Br:1][C:2]1[C:3]([NH2:12])=[N:4][C:5](S(C)=O)=[N:6][C:7]=1[Cl:8].[NH:13]1[CH:17]=[CH:16][CH:15]=[N:14]1.C(=O)([O-])[O-].[Cs+].[Cs+].O, predict the reaction product. The product is: [Br:1][C:2]1[C:3]([NH2:12])=[N:4][C:5]([N:13]2[CH:17]=[CH:16][CH:15]=[N:14]2)=[N:6][C:7]=1[Cl:8]. (4) Given the reactants [Br:1][C:2]1[CH:3]=[C:4]([CH2:8][C:9]([OH:11])=[O:10])[CH:5]=[CH:6][CH:7]=1.OS(O)(=O)=O.[CH2:17](O)[CH3:18], predict the reaction product. The product is: [Br:1][C:2]1[CH:3]=[C:4]([CH2:8][C:9]([O:11][CH2:17][CH3:18])=[O:10])[CH:5]=[CH:6][CH:7]=1. (5) Given the reactants [Br:1][C:2]1[CH:3]=[C:4]2[C:9](=[CH:10][CH:11]=1)[C:8](=[O:12])[NH:7][C:6](=[O:13])[C:5]2=[CH:14]OC.CN(C)C=O.[N:22]1([CH2:27][CH2:28][CH2:29][NH2:30])[CH2:26][CH2:25][CH2:24][CH2:23]1, predict the reaction product. The product is: [Br:1][C:2]1[CH:3]=[C:4]2[C:9](=[CH:10][CH:11]=1)[C:8](=[O:12])[NH:7][C:6](=[O:13])/[C:5]/2=[CH:14]\[NH:30][CH2:29][CH2:28][CH2:27][N:22]1[CH2:26][CH2:25][CH2:24][CH2:23]1. (6) Given the reactants [Cl:1][C:2]1[CH:3]=[C:4]([NH:9][C:10]2[N:14]=[C:13]([N:15](CC3C=CC(OC)=CC=3)[CH3:16])[N:12](CC3C=CC(OC)=CC=3)[N:11]=2)[CH:5]=[C:6]([Cl:8])[CH:7]=1.C(O)(C(F)(F)F)=O, predict the reaction product. The product is: [Cl:1][C:2]1[CH:3]=[C:4]([NH:9][C:10]2[N:14]=[C:13]([NH:15][CH3:16])[NH:12][N:11]=2)[CH:5]=[C:6]([Cl:8])[CH:7]=1. (7) The product is: [CH3:1][C:2]1[CH:10]=[CH:9][C:5]([C:6]2[O:7][C:12](=[O:13])[S:14][N:8]=2)=[CH:4][CH:3]=1. Given the reactants [CH3:1][C:2]1[CH:10]=[CH:9][C:5]([C:6]([NH2:8])=[O:7])=[CH:4][CH:3]=1.Cl[C:12]([S:14]Cl)=[O:13], predict the reaction product.